This data is from Full USPTO retrosynthesis dataset with 1.9M reactions from patents (1976-2016). The task is: Predict the reactants needed to synthesize the given product. (1) Given the product [Br:1][C:2]1[CH:14]=[CH:13][C:12]2[C:11]3[C:6](=[CH:7][CH:8]=[CH:9][CH:10]=3)[N:5]([CH2:18][CH:19]([CH3:21])[CH3:20])[C:4]=2[CH:3]=1, predict the reactants needed to synthesize it. The reactants are: [Br:1][C:2]1[CH:14]=[CH:13][C:12]2[C:11]3[C:6](=[CH:7][CH:8]=[CH:9][CH:10]=3)[NH:5][C:4]=2[CH:3]=1.[H-].[Na+].Br[CH2:18][CH:19]([CH3:21])[CH3:20]. (2) Given the product [CH2:15]([O:14][C:8]1[CH:7]=[C:6]([C@H:2]([N:1]2[CH2:29][C:21]3[C:20](=[C:25]([N+:26]([O-:28])=[O:27])[CH:24]=[CH:23][CH:22]=3)[C:19]2=[O:18])[CH2:3][CH2:4][OH:5])[CH:11]=[CH:10][C:9]=1[O:12][CH3:13])[CH3:16], predict the reactants needed to synthesize it. The reactants are: [NH2:1][C@@H:2]([C:6]1[CH:11]=[CH:10][C:9]([O:12][CH3:13])=[C:8]([O:14][CH2:15][CH3:16])[CH:7]=1)[CH2:3][CH2:4][OH:5].C[O:18][C:19](=O)[C:20]1[C:25]([N+:26]([O-:28])=[O:27])=[CH:24][CH:23]=[CH:22][C:21]=1[CH2:29]Br.C(N(CC)CC)C. (3) Given the product [C:5]([OH:10])(=[O:9])[C:6]([CH3:8])=[CH2:7].[C:17]([O:21][CH2:22][CH2:23][CH2:24][CH3:25])(=[O:20])[CH:18]=[CH2:19].[Na:1].[CH2:3]1[O:4][CH2:2]1.[C:11]([OH:16])(=[O:15])[C:12]([CH3:14])=[CH2:13], predict the reactants needed to synthesize it. The reactants are: [Na:1].[CH2:2]1[O:4][CH2:3]1.[C:5]([OH:10])(=[O:9])[C:6]([CH3:8])=[CH2:7].[C:11]([OH:16])(=[O:15])[C:12]([CH3:14])=[CH2:13].[C:17]([O:21][CH2:22][CH2:23][CH2:24][CH3:25])(=[O:20])[CH:18]=[CH2:19].S(OOS([O-])(=O)=O)([O-])(=O)=O.[NH4+].[NH4+]. (4) Given the product [CH3:20][C@H:18]1[NH:19][C:30](=[O:32])[N:16]([C:13]2[CH:14]=[CH:15][C:10]([O:9][C:5]3[CH:6]=[CH:7][CH:8]=[C:3]([O:2][CH3:1])[CH:4]=3)=[CH:11][CH:12]=2)[C:17]1=[O:21], predict the reactants needed to synthesize it. The reactants are: [CH3:1][O:2][C:3]1[CH:4]=[C:5]([O:9][C:10]2[CH:15]=[CH:14][C:13]([NH:16][C:17](=[O:21])[C@@H:18]([CH3:20])[NH2:19])=[CH:12][CH:11]=2)[CH:6]=[CH:7][CH:8]=1.C(N(CC)CC)C.Cl[C:30](Cl)([O:32]C(=O)OC(Cl)(Cl)Cl)Cl. (5) Given the product [NH2:17][C:16]1[C:11]2[C:10]([C:18]3[CH:27]=[C:26]4[C:21]([CH2:22][CH2:23][CH:24]([C:28]5[CH:29]=[CH:30][CH:31]=[CH:32][CH:33]=5)[O:25]4)=[CH:20][CH:19]=3)=[CH:9][N:8]([C@@H:5]3[CH2:6][CH2:7][C@H:2]([NH:1][C:34](=[O:36])[CH3:35])[CH2:3][CH2:4]3)[C:12]=2[N:13]=[CH:14][N:15]=1, predict the reactants needed to synthesize it. The reactants are: [NH2:1][C@@H:2]1[CH2:7][CH2:6][C@H:5]([N:8]2[C:12]3[N:13]=[CH:14][N:15]=[C:16]([NH2:17])[C:11]=3[C:10]([C:18]3[CH:27]=[C:26]4[C:21]([CH2:22][CH2:23][CH:24]([C:28]5[CH:33]=[CH:32][CH:31]=[CH:30][CH:29]=5)[O:25]4)=[CH:20][CH:19]=3)=[CH:9]2)[CH2:4][CH2:3]1.[C:34](O)(=[O:36])[CH3:35]. (6) Given the product [F:43][CH:13]([F:12])[O:14][C:15]1[CH:20]=[CH:19][CH:18]=[CH:17][C:16]=1[CH2:21][C:22]1[N:26]2[CH:27]=[C:28]([C:32]3[CH:37]=[CH:36][C:35]([S:38]([NH:41][C:1](=[O:3])[CH3:2])(=[O:39])=[O:40])=[CH:34][CH:33]=3)[C:29]([CH3:31])=[CH:30][C:25]2=[N:24][C:23]=1[CH3:42], predict the reactants needed to synthesize it. The reactants are: [C:1](Cl)(=[O:3])[CH3:2].C(N(CC)CC)C.[F:12][CH:13]([F:43])[O:14][C:15]1[CH:20]=[CH:19][CH:18]=[CH:17][C:16]=1[CH2:21][C:22]1[N:26]2[CH:27]=[C:28]([C:32]3[CH:37]=[CH:36][C:35]([S:38]([NH2:41])(=[O:40])=[O:39])=[CH:34][CH:33]=3)[C:29]([CH3:31])=[CH:30][C:25]2=[N:24][C:23]=1[CH3:42]. (7) Given the product [C:4]([O:3][C:1](=[O:2])[N:8]([CH:9]1[CH2:14][CH2:13][CH:12]([NH:15][CH2:16][C:17]2[CH:18]=[C:19]([C:29]3[CH:34]=[CH:33][C:32]([C:35](=[O:40])[C:36]([F:38])([F:39])[F:37])=[CH:31][CH:30]=3)[CH:20]=[CH:21][C:22]=2[F:23])[CH2:11][CH2:10]1)[CH3:27])([CH3:7])([CH3:6])[CH3:5], predict the reactants needed to synthesize it. The reactants are: [C:1]([N:8]([CH3:27])[CH:9]1[CH2:14][CH2:13][CH:12]([NH:15][CH2:16][C:17]2[CH:18]=[C:19](B(O)O)[CH:20]=[CH:21][C:22]=2[F:23])[CH2:11][CH2:10]1)([O:3][C:4]([CH3:7])([CH3:6])[CH3:5])=[O:2].Br[C:29]1[CH:34]=[CH:33][C:32]([C:35](=[O:40])[C:36]([F:39])([F:38])[F:37])=[CH:31][CH:30]=1.